This data is from Forward reaction prediction with 1.9M reactions from USPTO patents (1976-2016). The task is: Predict the product of the given reaction. (1) Given the reactants NC1C=C(OC(C)C)C(OC)=CC=1C(C1C=CC=CC=1Cl)=O.NC1C(C)=NN(CC=C)C=1Cl.[Cl:34][C:35]1[CH:40]=[CH:39][CH:38]=[CH:37][C:36]=1[C:41]1[C:47]2[CH:48]=[C:49]([O:56][CH3:57])[C:50]([O:52][CH:53]([CH3:55])[CH3:54])=[CH:51][C:46]=2[N:45]=[C:44]2[N:58](CC=C)[NH:59][C:60]([CH3:61])=[C:43]2[N:42]=1.[H-].C([Al+]CC(C)C)C(C)C, predict the reaction product. The product is: [Cl:34][C:35]1[CH:40]=[CH:39][CH:38]=[CH:37][C:36]=1[C:41]1[C:47]2[CH:48]=[C:49]([O:56][CH3:57])[C:50]([O:52][CH:53]([CH3:55])[CH3:54])=[CH:51][C:46]=2[N:45]=[C:44]2[NH:58][NH:59][C:60]([CH3:61])=[C:43]2[N:42]=1. (2) Given the reactants Cl.[NH2:2][CH2:3][C:4]([O:6][CH3:7])=[O:5].Cl[C:9]1[C:14]([N+:15]([O-:17])=[O:16])=[CH:13][CH:12]=[CH:11][N:10]=1.C(N(CC)CC)C, predict the reaction product. The product is: [N+:15]([C:14]1[C:9]([NH:2][CH2:3][C:4]([O:6][CH3:7])=[O:5])=[N:10][CH:11]=[CH:12][CH:13]=1)([O-:17])=[O:16]. (3) Given the reactants C(=O)([O-])[O-].[K+].[K+].Cl[C:8]1[CH:13]=[C:12]([Cl:14])[N:11]=[CH:10][N:9]=1.[CH3:15][C:16]1[C:21]2[N:22]=[CH:23][NH:24][C:20]=2[CH:19]=[C:18]([OH:25])[CH:17]=1, predict the reaction product. The product is: [Cl:14][C:12]1[N:11]=[CH:10][N:9]=[C:8]([O:25][C:18]2[CH:17]=[C:16]([CH3:15])[C:21]3[N:22]=[CH:23][NH:24][C:20]=3[CH:19]=2)[CH:13]=1. (4) Given the reactants C1(P(C2C=CC=CC=2)C2C=CC=CC=2)C=CC=CC=1.CCOC(/N=N/C(OCC)=O)=O.[N:32]12[CH2:39][CH2:38][CH:35]([CH2:36][CH2:37]1)[CH:34]([OH:40])[CH2:33]2.[I:41][C:42]1[CH:47]=[CH:46][C:45](O)=[CH:44][CH:43]=1.[OH-].[Na+], predict the reaction product. The product is: [I:41][C:42]1[CH:47]=[CH:46][C:45]([O:40][CH:34]2[CH:35]3[CH2:38][CH2:39][N:32]([CH2:37][CH2:36]3)[CH2:33]2)=[CH:44][CH:43]=1. (5) Given the reactants Cl[C:2]1[C:3]([O:8][C:9]2[CH:14]=[CH:13][C:12]([NH:15][C:16]3[S:17][C:18]4[CH:24]=[CH:23][CH:22]=[CH:21][C:19]=4[N:20]=3)=[CH:11][CH:10]=2)=[N:4][CH:5]=[CH:6][N:7]=1.[O:25]1[CH2:30][CH2:29][CH:28]([Mg]Br)[CH2:27][CH2:26]1, predict the reaction product. The product is: [O:25]1[CH2:30][CH2:29][CH:28]([C:2]2[C:3]([O:8][C:9]3[CH:14]=[CH:13][C:12]([NH:15][C:16]4[S:17][C:18]5[CH:24]=[CH:23][CH:22]=[CH:21][C:19]=5[N:20]=4)=[CH:11][CH:10]=3)=[N:4][CH:5]=[CH:6][N:7]=2)[CH2:27][CH2:26]1. (6) Given the reactants [F:1][C:2]([F:20])([F:19])[C:3]1[CH:4]=[C:5]([C:9]2[N:14]=[C:13]([C:15](=[N:17]O)[CH3:16])[CH:12]=[CH:11][CH:10]=2)[CH:6]=[CH:7][CH:8]=1, predict the reaction product. The product is: [F:19][C:2]([F:1])([F:20])[C:3]1[CH:4]=[C:5]([C:9]2[N:14]=[C:13]([CH:15]([NH2:17])[CH3:16])[CH:12]=[CH:11][CH:10]=2)[CH:6]=[CH:7][CH:8]=1. (7) Given the reactants [Br:1][C:2]1[CH:3]=[CH:4][C:5]([OH:11])=[C:6]([CH:10]=1)[C:7]([OH:9])=[O:8].N12CN3CN(CN(C3)C1)C2.FC(F)(F)[C:24](O)=[O:25], predict the reaction product. The product is: [Br:1][C:2]1[CH:3]=[C:4]([CH:24]=[O:25])[C:5]([OH:11])=[C:6]([CH:10]=1)[C:7]([OH:9])=[O:8]. (8) Given the reactants [CH2:1]([C:3]1[C:4]([NH:12][C@H:13]2[C@@H:17]([O:18][CH2:19][CH3:20])[CH2:16][N:15]([C:21]([O:23][CH3:24])=[O:22])[CH2:14]2)=[N:5][C:6]([CH2:10][CH3:11])=[C:7]([I:9])[N:8]=1)[CH3:2].C(C1C(N[C@H]2[C@@H](OCC)CN(C(OC[C:48]3[CH:53]=[CH:52][CH:51]=[CH:50][CH:49]=3)=O)C2)=NC(CC)=CN=1)C, predict the reaction product. The product is: [CH2:1]([C:3]1[C:4]([NH:12][C@H:13]2[C@@H:17]([O:18][CH2:19][CH3:20])[CH2:16][N:15]([C:21]([O:23][CH2:24][C:48]3[CH:53]=[CH:52][CH:51]=[CH:50][CH:49]=3)=[O:22])[CH2:14]2)=[N:5][C:6]([CH2:10][CH3:11])=[C:7]([I:9])[N:8]=1)[CH3:2]. (9) Given the reactants C(OC([NH:8][C:9]1[CH:10]=[N:11][CH:12]=[CH:13][C:14]=1[C@H:15]1[CH2:20][C@@H:19]([NH:21][C:22](=[O:28])[O:23][C:24]([CH3:27])([CH3:26])[CH3:25])[C@@H:18]([NH:29][CH3:30])[C@@H:17]([CH3:31])[CH2:16]1)=O)(C)(C)C.CCN(C(C)C)C(C)C.Cl[C:42]([O:44][CH3:45])=[O:43].Cl.O1CCOCC1.C(=O)(ON1C(=O)CCC1=O)OC(C)(C)C, predict the reaction product. The product is: [NH2:8][C:9]1[CH:10]=[N:11][CH:12]=[CH:13][C:14]=1[C@@H:15]1[CH2:16][C@H:17]([CH3:31])[C@H:18]([N:29]([CH3:30])[C:42](=[O:43])[O:44][CH3:45])[C@H:19]([NH:21][C:22]([O:23][C:24]([CH3:27])([CH3:25])[CH3:26])=[O:28])[CH2:20]1. (10) Given the reactants C(OC(=O)C)(=O)C.C([O-])(=O)C.[K+].[N:13](OCCC(C)C)=O.[CH3:21][O:22][C:23]1[CH:28]=[CH:27][C:26]([NH:29]C(=O)C)=[C:25]([CH3:33])[C:24]=1[CH3:34].[OH-].[Na+].Cl, predict the reaction product. The product is: [CH3:21][O:22][C:23]1[C:24]([CH3:34])=[C:25]2[C:26](=[CH:27][CH:28]=1)[NH:29][N:13]=[CH:33]2.